The task is: Predict the product of the given reaction.. This data is from Forward reaction prediction with 1.9M reactions from USPTO patents (1976-2016). (1) Given the reactants [N+:1]([C:4]1[CH:5]=[CH:6][C:7]2[S:11][N:10]=[C:9]([NH:12][CH2:13][CH2:14][NH:15][C:16](=[O:23])[C:17]3[CH:22]=[CH:21][CH:20]=[CH:19][N:18]=3)[C:8]=2[CH:24]=1)([O-])=O.[Cl-].[NH4+], predict the reaction product. The product is: [NH2:1][C:4]1[CH:5]=[CH:6][C:7]2[S:11][N:10]=[C:9]([NH:12][CH2:13][CH2:14][NH:15][C:16](=[O:23])[C:17]3[CH:22]=[CH:21][CH:20]=[CH:19][N:18]=3)[C:8]=2[CH:24]=1. (2) Given the reactants [OH:1][C:2]1[N:3]=[CH:4][C:5]([N:8]2[C:15]3[C@@H:14]4[CH2:16][C@@H:13]4[CH2:12][C:11]=3[C:10]([C:17](O)=[O:18])=[N:9]2)=[N:6][CH:7]=1.[NH2:20][C:21]([CH3:25])([CH3:24])[CH2:22][OH:23], predict the reaction product. The product is: [OH:23][CH2:22][C:21]([NH:20][C:17]([C:10]1[C:11]2[CH2:12][C@H:13]3[CH2:16][C@H:14]3[C:15]=2[N:8]([C:5]2[CH:4]=[N:3][C:2]([OH:1])=[CH:7][N:6]=2)[N:9]=1)=[O:18])([CH3:25])[CH3:24]. (3) Given the reactants [Cl:1][C:2]1[CH:26]=[CH:25][C:5]([NH:6][CH2:7][CH:8]2[CH2:13][CH2:12][N:11]([S:14]([C:17]3[C:18]([CH3:24])=[N:19][N:20]([CH3:23])[C:21]=3[CH3:22])(=[O:16])=[O:15])[CH2:10][CH2:9]2)=[CH:4][CH:3]=1.CN1C(C)=C(S(N2CCC(=O)CC2)(=O)=O)C(C)=N1.[Cl:45]C1C=C(C=CC=1Cl)N, predict the reaction product. The product is: [Cl:45][C:3]1[CH:4]=[C:5]([CH:25]=[CH:26][C:2]=1[Cl:1])[NH:6][CH2:7][CH:8]1[CH2:9][CH2:10][N:11]([S:14]([C:17]2[C:18]([CH3:24])=[N:19][N:20]([CH3:23])[C:21]=2[CH3:22])(=[O:15])=[O:16])[CH2:12][CH2:13]1. (4) Given the reactants [F:1][C:2]1[CH:7]=[C:6]([I:8])[CH:5]=[CH:4][C:3]=1[CH3:9].C1C(=O)N([Br:17])C(=O)C1, predict the reaction product. The product is: [Br:17][CH2:9][C:3]1[CH:4]=[CH:5][C:6]([I:8])=[CH:7][C:2]=1[F:1]. (5) Given the reactants [Cl:1][C:2]1[CH:33]=[CH:32][CH:31]=[C:30]([C:34]([F:37])([F:36])[F:35])[C:3]=1[C:4]([N:6]1[C:14]2[C:9](=[CH:10][CH:11]=[C:12]([C:15]3[O:16][C:17]([CH3:20])=[CH:18][N:19]=3)[CH:13]=2)[C:8]([C:21]2[CH:29]=[CH:28][C:24]([C:25]([OH:27])=[O:26])=[CH:23][CH:22]=2)=[N:7]1)=[O:5].[OH-].[Na+:39], predict the reaction product. The product is: [Cl:1][C:2]1[CH:33]=[CH:32][CH:31]=[C:30]([C:34]([F:37])([F:35])[F:36])[C:3]=1[C:4]([N:6]1[C:14]2[C:9](=[CH:10][CH:11]=[C:12]([C:15]3[O:16][C:17]([CH3:20])=[CH:18][N:19]=3)[CH:13]=2)[C:8]([C:21]2[CH:22]=[CH:23][C:24]([C:25]([O-:27])=[O:26])=[CH:28][CH:29]=2)=[N:7]1)=[O:5].[Na+:39]. (6) Given the reactants C([N:8]1[CH2:17][CH2:16][C:15]2[C:14]([OH:18])=[N:13][CH:12]=[N:11][C:10]=2[CH2:9]1)C1C=CC=CC=1.C([O-])=O.[NH4+].F[C:24]1[CH:31]=[CH:30][C:27]([C:28]#[N:29])=[C:26]([C:32]([F:35])([F:34])[F:33])[CH:25]=1.O, predict the reaction product. The product is: [OH:18][C:14]1[C:15]2[CH2:16][CH2:17][N:8]([C:24]3[CH:31]=[CH:30][C:27]([C:28]#[N:29])=[C:26]([C:32]([F:35])([F:34])[F:33])[CH:25]=3)[CH2:9][C:10]=2[N:11]=[CH:12][N:13]=1. (7) Given the reactants [I:1][CH2:2][CH2:3][OH:4].N1C=CN=C1.[Si:10](Cl)([C:13]([CH3:16])([CH3:15])[CH3:14])([CH3:12])[CH3:11], predict the reaction product. The product is: [I:1][CH2:2][CH2:3][O:4][Si:10]([C:13]([CH3:16])([CH3:15])[CH3:14])([CH3:12])[CH3:11].